Dataset: Reaction yield outcomes from USPTO patents with 853,638 reactions. Task: Predict the reaction yield, written as a fraction of the theoretical maximum amount of product (1.0 means a 100% yield; for example, 0.34 means a 34% yield). (1) The reactants are [F:1][C:2]1[C:7]([CH:8]=[O:9])=[C:6]([OH:10])[C:5]([OH:11])=[CH:4][CH:3]=1.[CH2:12](Br)[CH3:13]. The catalyst is CS(C)=O.O. The product is [CH2:12]([O:11][C:5]1[C:6]([OH:10])=[C:7]([C:2]([F:1])=[CH:3][CH:4]=1)[CH:8]=[O:9])[CH3:13]. The yield is 0.890. (2) The reactants are [C:1]([O:5][C:6]([N:8]1[CH2:13][CH:12]=[C:11]([C:14]2[CH:19]=[CH:18][N:17]3[C:20]([CH2:23][CH:24]4[CH2:26][CH2:25]4)=[N:21][N:22]=[C:16]3[C:15]=2[CH3:27])[CH2:10][CH2:9]1)=[O:7])([CH3:4])([CH3:3])[CH3:2]. The catalyst is CCO.[Pd]. The product is [C:1]([O:5][C:6]([N:8]1[CH2:9][CH2:10][CH:11]([C:14]2[CH:19]=[CH:18][N:17]3[C:20]([CH2:23][CH:24]4[CH2:25][CH2:26]4)=[N:21][N:22]=[C:16]3[C:15]=2[CH3:27])[CH2:12][CH2:13]1)=[O:7])([CH3:4])([CH3:3])[CH3:2]. The yield is 0.350. (3) The catalyst is O1CCCC1.C(O)(=O)C. The product is [N+:3]([C:6]1[CH:7]=[CH:8][C:9]([N:12]([CH2:13][C:14]([OH:16])=[O:15])[C:19](=[O:20])[C:18]([F:29])([F:28])[F:17])=[CH:10][CH:11]=1)([O-:5])=[O:4]. The yield is 0.640. The reactants are [H-].[Na+].[N+:3]([C:6]1[CH:11]=[CH:10][C:9]([NH:12][CH2:13][C:14]([OH:16])=[O:15])=[CH:8][CH:7]=1)([O-:5])=[O:4].[F:17][C:18]([F:29])([F:28])[C:19](O[C:19](=[O:20])[C:18]([F:29])([F:28])[F:17])=[O:20].O.